Dataset: Full USPTO retrosynthesis dataset with 1.9M reactions from patents (1976-2016). Task: Predict the reactants needed to synthesize the given product. Given the product [F:13][C:14]1([F:19])[CH2:17][CH:16]([NH:18][C:5]2[N:6]=[CH:7][CH:8]=[CH:9][C:4]=2[C:3]([O:2][CH3:1])=[O:11])[CH2:15]1, predict the reactants needed to synthesize it. The reactants are: [CH3:1][O:2][C:3](=[O:11])[C:4]1[CH:9]=[CH:8][CH:7]=[N:6][C:5]=1F.Cl.[F:13][C:14]1([F:19])[CH2:17][CH:16]([NH2:18])[CH2:15]1.C(N(CC)CC)C.CN(C=O)C.